Task: Regression/Classification. Given a drug SMILES string, predict its absorption, distribution, metabolism, or excretion properties. Task type varies by dataset: regression for continuous measurements (e.g., permeability, clearance, half-life) or binary classification for categorical outcomes (e.g., BBB penetration, CYP inhibition). Dataset: pgp_broccatelli.. Dataset: P-glycoprotein inhibition data for predicting drug efflux from Broccatelli et al. (1) The compound is O=C(c1ccccc1)c1ccccc1OC[C@H](O)CN1CCN(c2ccc(F)cc2)CC1. The result is 1 (inhibitor). (2) The molecule is CCCN(CCC)c1ccc(-c2nc(-c3ccc(/C=C/C(=O)OC)cc3)[nH]c2-c2ccc(NC)cc2)cc1. The result is 1 (inhibitor). (3) The molecule is CCCCCC[C@@H]1C(=O)O[C@@H](C)[C@@H](NC(=O)c2cccc(NC=O)c2O)C(=O)O[C@@H](C)[C@H]1OC(=O)CC(C)C. The result is 0 (non-inhibitor).